This data is from Catalyst prediction with 721,799 reactions and 888 catalyst types from USPTO. The task is: Predict which catalyst facilitates the given reaction. (1) Reactant: [CH3:1][C:2]1[CH:7]=[CH:6][CH:5]=[CH:4][C:3]=1[C:8]1[C:9]([C:22]#[N:23])=[CH:10][CH:11]=[C:12]([NH:14][CH2:15][C:16]2[CH:17]=[N:18][CH:19]=[CH:20][CH:21]=2)[CH:13]=1.CC(C)([O-])C.[K+].[CH2:30](Br)[C:31]1[CH:36]=[CH:35][CH:34]=[CH:33][CH:32]=1.O. Product: [CH2:30]([N:14]([CH2:15][C:16]1[CH:17]=[N:18][CH:19]=[CH:20][CH:21]=1)[C:12]1[CH:13]=[C:8]([C:3]2[CH:4]=[CH:5][CH:6]=[CH:7][C:2]=2[CH3:1])[C:9]([C:22]#[N:23])=[CH:10][CH:11]=1)[C:31]1[CH:36]=[CH:35][CH:34]=[CH:33][CH:32]=1. The catalyst class is: 1. (2) Reactant: Br[C:2]1[N:11]=[C:10]([C:12]([NH:14][CH2:15][C:16]2[CH:21]=[CH:20][C:19]([F:22])=[CH:18][CH:17]=2)=[O:13])[C:9]([OH:23])=[C:8]2[C:3]=1[CH:4]=[CH:5][CH:6]=[N:7]2.[S:24]1(=[O:39])(=[O:38])[CH2:30][CH2:29][N:28]([C:31]([O:33][C:34]([CH3:37])([CH3:36])[CH3:35])=[O:32])[CH2:27][CH2:26][NH:25]1. Product: [F:22][C:19]1[CH:20]=[CH:21][C:16]([CH2:15][NH:14][C:12]([C:10]2[C:9]([OH:23])=[C:8]3[C:3]([CH:4]=[CH:5][CH:6]=[N:7]3)=[C:2]([N:25]3[CH2:26][CH2:27][N:28]([C:31]([O:33][C:34]([CH3:35])([CH3:36])[CH3:37])=[O:32])[CH2:29][CH2:30][S:24]3(=[O:39])=[O:38])[N:11]=2)=[O:13])=[CH:17][CH:18]=1. The catalyst class is: 17. (3) Reactant: [CH2:1]([O:3][C:4](=[O:24])[C:5]([O:21][CH2:22][CH3:23])=[CH:6][C:7]1[CH:12]=[CH:11][C:10]([O:13]CC2C=CC=CC=2)=[CH:9][CH:8]=1)[CH3:2]. Product: [CH2:1]([O:3][C:4](=[O:24])[CH:5]([O:21][CH2:22][CH3:23])[CH2:6][C:7]1[CH:8]=[CH:9][C:10]([OH:13])=[CH:11][CH:12]=1)[CH3:2]. The catalyst class is: 45. (4) Reactant: [C:1]([O:5][C:6]([N:8]1[CH2:13][CH2:12][CH:11]([CH:14]=O)[CH2:10][CH2:9]1)=[O:7])([CH3:4])([CH3:3])[CH3:2].[NH2:16][C:17]1[CH:32]=[CH:31][CH:30]=[CH:29][C:18]=1[C:19]([NH:21][C:22]1[CH:27]=[CH:26][C:25]([Cl:28])=[CH:24][N:23]=1)=[O:20].C1(C)C=CC(S([O-])(=O)=O)=CC=1.[NH+]1C=CC=CC=1.O. Product: [Cl:28][C:25]1[CH:26]=[CH:27][C:22]([NH:21][C:19](=[O:20])[C:18]2[CH:29]=[CH:30][CH:31]=[CH:32][C:17]=2[N:16]=[CH:14][CH:11]2[CH2:10][CH2:9][N:8]([C:6]([O:5][C:1]([CH3:2])([CH3:3])[CH3:4])=[O:7])[CH2:13][CH2:12]2)=[N:23][CH:24]=1. The catalyst class is: 48.